This data is from Catalyst prediction with 721,799 reactions and 888 catalyst types from USPTO. The task is: Predict which catalyst facilitates the given reaction. (1) Reactant: [CH3:1][C:2]1[CH:3]=[C:4]2[C:8](=[CH:9][CH:10]=1)[NH:7][C:6](=[O:11])[C:5]12[S:15][CH2:14][CH2:13][S:12]1.[H-].[Na+].Br[CH2:19][C:20]([NH2:22])=[O:21].O. Product: [CH3:1][C:2]1[CH:3]=[C:4]2[C:8](=[CH:9][CH:10]=1)[N:7]([CH2:19][C:20]([NH2:22])=[O:21])[C:6](=[O:11])[C:5]12[S:12][CH2:13][CH2:14][S:15]1. The catalyst class is: 3. (2) Reactant: F[B-](F)(F)F.[F:6][C:7]1[C:12]2[CH2:13][O:14][CH2:15][O:16][C:11]=2[C:10]([O:17][CH3:18])=[CH:9][C:8]=1[CH:19]([NH:34][C:35]1[CH:40]=[CH:39][C:38]([C:41](=S)[NH2:42])=[CH:37][CH:36]=1)[C:20]1[NH:24][C:23](=[O:25])[N:22]([C:26]2[N:27]=[CH:28][S:29][C:30]=2[C:31]([NH2:33])=[O:32])[N:21]=1.C(O)(C)C.C[SiH](C)[NH:50][SiH](C)C. Product: [C:41]([C:38]1[CH:37]=[CH:36][C:35]([NH:34][CH:19]([C:8]2[CH:9]=[C:10]([O:17][CH3:18])[C:11]3[O:16][CH2:15][O:14][CH2:13][C:12]=3[C:7]=2[F:6])[C:20]2[NH:24][C:23](=[O:25])[N:22]([C:26]3[N:27]=[CH:28][S:29][C:30]=3[C:31]([NH2:33])=[O:32])[N:21]=2)=[CH:40][CH:39]=1)(=[NH:42])[NH2:50]. The catalyst class is: 10. (3) Reactant: [Cl:1][C:2]1[CH:3]=[C:4]([NH:10][C@H:11]([CH2:20][NH:21][CH:22]([CH3:24])[CH3:23])[CH2:12][C:13]([O:15]C(C)(C)C)=[O:14])[CH:5]=[CH:6][C:7]=1[C:8]#[N:9].C(O)(C(F)(F)F)=O. Product: [ClH:1].[Cl:1][C:2]1[CH:3]=[C:4]([NH:10][C@H:11]([CH2:20][NH:21][CH:22]([CH3:24])[CH3:23])[CH2:12][C:13]([OH:15])=[O:14])[CH:5]=[CH:6][C:7]=1[C:8]#[N:9]. The catalyst class is: 2. (4) Reactant: [Cl-].[Al+3].[Cl-].[Cl-].[N-:5]=[N+:6]=[N-:7].[Na+].[CH3:9][O:10][C:11](=[O:23])[C:12]1[C:17]([N:18]=[C:19]=[O:20])=[CH:16][CH:15]=[C:14]([F:21])[C:13]=1[CH3:22].N([O-])=O.[Na+].Cl. Product: [CH3:9][O:10][C:11](=[O:23])[C:12]1[C:17]([N:18]2[C:19](=[O:20])[NH:7][N:6]=[N:5]2)=[CH:16][CH:15]=[C:14]([F:21])[C:13]=1[CH3:22]. The catalyst class is: 9. (5) Reactant: [Cl:1][C:2]1[CH:11]=[C:10]([Cl:12])[CH:9]=[CH:8][C:3]=1[C:4]([O:6][CH3:7])=[O:5].[B:13]1([B:13]2[O:17][C:16]([CH3:19])([CH3:18])[C:15]([CH3:21])([CH3:20])[O:14]2)[O:17][C:16]([CH3:19])([CH3:18])[C:15]([CH3:21])([CH3:20])[O:14]1.C(C1C=CN=C(C2C=C(C(C)(C)C)C=CN=2)C=1)(C)(C)C. Product: [Cl:1][C:2]1[CH:11]=[C:10]([Cl:12])[C:9]([B:13]2[O:17][C:16]([CH3:19])([CH3:18])[C:15]([CH3:21])([CH3:20])[O:14]2)=[CH:8][C:3]=1[C:4]([O:6][CH3:7])=[O:5]. The catalyst class is: 7. (6) Reactant: [CH2:1]([C:3]1[CH:8]=[C:7]([O:9][CH2:10][O:11][CH2:12][CH2:13][Si:14]([CH3:17])([CH3:16])[CH3:15])[CH:6]=[CH:5][C:4]=1[C:18]1[N:23]=[CH:22][C:21]2[CH:24]=[N:25][N:26]([CH2:27][O:28][CH2:29][CH2:30][Si:31]([CH3:34])([CH3:33])[CH3:32])[C:20]=2[CH:19]=1)[CH3:2].C1C=C(Cl)C=C(C(OO)=[O:43])C=1. Product: [CH2:1]([C:3]1[CH:8]=[C:7]([O:9][CH2:10][O:11][CH2:12][CH2:13][Si:14]([CH3:15])([CH3:16])[CH3:17])[CH:6]=[CH:5][C:4]=1[C:18]1[N+:23]([O-:43])=[CH:22][C:21]2[CH:24]=[N:25][N:26]([CH2:27][O:28][CH2:29][CH2:30][Si:31]([CH3:32])([CH3:34])[CH3:33])[C:20]=2[CH:19]=1)[CH3:2]. The catalyst class is: 2. (7) Reactant: [C:1](=[O:4])([O-])[O-].[K+].[K+].S([O:12][CH3:13])(OC)(=O)=O.CC(C)=O.[CH3:18][O:19][C:20]1[C:25]([O:26][CH3:27])=[CH:24][C:23]([O:28][CH3:29])=[C:22](O)[C:21]=1O. Product: [CH3:29][O:28][C:23]1[CH:24]=[C:25]([O:26][CH3:27])[C:20]([O:19][CH3:18])=[C:21]([O:12][CH3:13])[C:22]=1[O:4][CH3:1]. The catalyst class is: 521. (8) Product: [Cl:1][C:2]1[N:7]=[C:6]([N:10]([CH3:9])[CH:11]2[CH2:27][CH2:26][C:14]3([CH2:18][N:17]([C:19]([O:21][C:22]([CH3:23])([CH3:24])[CH3:25])=[O:20])[CH2:16][CH2:15]3)[CH2:13][CH2:12]2)[CH:5]=[CH:4][N:3]=1. The catalyst class is: 14. Reactant: [Cl:1][C:2]1[N:7]=[C:6](Cl)[CH:5]=[CH:4][N:3]=1.[CH3:9][NH:10][CH:11]1[CH2:27][CH2:26][C:14]2([CH2:18][N:17]([C:19]([O:21][C:22]([CH3:25])([CH3:24])[CH3:23])=[O:20])[CH2:16][CH2:15]2)[CH2:13][CH2:12]1.CCN(CC)CC.